This data is from Full USPTO retrosynthesis dataset with 1.9M reactions from patents (1976-2016). The task is: Predict the reactants needed to synthesize the given product. (1) Given the product [O:6]=[C:2]1[N:3]([CH2:8][C:9]([O:11][CH2:12][CH3:13])=[O:10])[CH2:4][CH2:5][O:1]1, predict the reactants needed to synthesize it. The reactants are: [O:1]1[CH2:5][CH2:4][NH:3][C:2]1=[O:6].Br[CH2:8][C:9]([O:11][CH2:12][CH3:13])=[O:10].[H-].[Na+]. (2) Given the product [C:1]([O:5][C:6]([N:8]1[CH2:13][CH2:12][CH:11]([N:14]([C:15]2[CH:20]=[CH:19][C:18]([Cl:21])=[CH:17][CH:16]=2)[CH2:23][C:24]2[CH:29]=[CH:28][N:27]=[C:26]([C:30]3[CH:35]=[C:34]([O:36][CH3:37])[C:33]([O:38][CH3:39])=[C:32]([O:40][CH3:41])[CH:31]=3)[CH:25]=2)[CH2:10][CH2:9]1)=[O:7])([CH3:4])([CH3:2])[CH3:3], predict the reactants needed to synthesize it. The reactants are: [C:1]([O:5][C:6]([N:8]1[CH2:13][CH2:12][CH:11]([NH:14][C:15]2[CH:20]=[CH:19][C:18]([Cl:21])=[CH:17][CH:16]=2)[CH2:10][CH2:9]1)=[O:7])([CH3:4])([CH3:3])[CH3:2].Cl[CH2:23][C:24]1[CH:29]=[CH:28][N:27]=[C:26]([C:30]2[CH:35]=[C:34]([O:36][CH3:37])[C:33]([O:38][CH3:39])=[C:32]([O:40][CH3:41])[CH:31]=2)[CH:25]=1. (3) Given the product [Cl:1][C:2]1[CH:3]=[C:4]([O:13][CH2:14][C:15]23[CH2:20][CH2:19][C:18]([CH2:23][CH2:24][C:25]([OH:27])=[O:26])([CH2:21][CH2:22]2)[CH2:17][CH2:16]3)[C:5]2[O:9][C:8]([CH3:11])([CH3:10])[CH2:7][C:6]=2[CH:12]=1, predict the reactants needed to synthesize it. The reactants are: [Cl:1][C:2]1[CH:3]=[C:4]([O:13][CH2:14][C:15]23[CH2:22][CH2:21][C:18](/[CH:23]=[CH:24]/[C:25]([OH:27])=[O:26])([CH2:19][CH2:20]2)[CH2:17][CH2:16]3)[C:5]2[O:9][C:8]([CH3:11])([CH3:10])[CH2:7][C:6]=2[CH:12]=1. (4) The reactants are: [CH:1]([N:4]1[CH2:10][CH:9]([NH:11][C:12](=O)[O:13]C(C)(C)C)[C:6]2([CH2:8][CH2:7]2)[CH2:5]1)([CH3:3])[CH3:2].C(O)(C(F)(F)F)=O.O. Given the product [CH2:12]=[O:13].[CH:1]([N:4]1[CH2:10][CH:9]([NH2:11])[C:6]2([CH2:8][CH2:7]2)[CH2:5]1)([CH3:3])[CH3:2], predict the reactants needed to synthesize it. (5) Given the product [Br:1][C:2]1[S:6][N:5]=[C:4]([C:7]([F:9])([F:10])[F:8])[C:3]=1[CH2:11][OH:12], predict the reactants needed to synthesize it. The reactants are: [Br:1][C:2]1[S:6][N:5]=[C:4]([C:7]([F:10])([F:9])[F:8])[C:3]=1[C:11](O)=[O:12]. (6) Given the product [F:6][C:7]([F:21])([F:22])[C:8]1[CH:9]=[C:10]([CH:14]=[C:15]([C:17]([F:20])([F:18])[F:19])[CH:16]=1)[C:11]([NH:1][CH2:2][C:3]([OH:5])=[O:4])=[O:12], predict the reactants needed to synthesize it. The reactants are: [NH2:1][CH2:2][C:3]([OH:5])=[O:4].[F:6][C:7]([F:22])([F:21])[C:8]1[CH:9]=[C:10]([CH:14]=[C:15]([C:17]([F:20])([F:19])[F:18])[CH:16]=1)[C:11](Cl)=[O:12].